Dataset: Reaction yield outcomes from USPTO patents with 853,638 reactions. Task: Predict the reaction yield, written as a fraction of the theoretical maximum amount of product (1.0 means a 100% yield; for example, 0.34 means a 34% yield). (1) The reactants are [NH4+].[N:2]#[C:3][S-:4].[CH3:5][CH:6]([CH3:10])[C:7](Cl)=[O:8].[NH2:11][C:12]1[CH:13]=[C:14]([CH:31]=[CH:32][C:33]=1[CH3:34])[C:15]([N:17]1[CH2:22][CH2:21][CH:20]([C:23]2[CH:30]=[CH:29][C:26]([C:27]#[N:28])=[CH:25][CH:24]=2)[CH2:19][CH2:18]1)=[O:16]. The catalyst is CC(C)=O. The product is [C:27]([C:26]1[CH:25]=[CH:24][C:23]([CH:20]2[CH2:19][CH2:18][N:17]([C:15]([C:14]3[CH:31]=[CH:32][C:33]([CH3:34])=[C:12]([NH:11][C:3]([NH:2][C:7](=[O:8])[CH:6]([CH3:10])[CH3:5])=[S:4])[CH:13]=3)=[O:16])[CH2:22][CH2:21]2)=[CH:30][CH:29]=1)#[N:28]. The yield is 0.640. (2) The yield is 0.490. No catalyst specified. The reactants are [NH2:1][CH2:2][CH2:3][C:4]1[N:5]([CH:27]([C:34]2[CH:39]=[CH:38][CH:37]=[CH:36][CH:35]=2)[C:28]2[CH:33]=[CH:32][CH:31]=[CH:30][CH:29]=2)[C:6]2[C:11]([C:12]=1[CH2:13][CH2:14][O:15][C:16]1[CH:25]=[CH:24][C:19]([C:20]([O:22]C)=[O:21])=[CH:18][CH:17]=1)=[CH:10][C:9]([Cl:26])=[CH:8][CH:7]=2.[F:40][C:41]([F:47])([F:46])[S:42](Cl)(=[O:44])=[O:43]. The product is [CH:27]([N:5]1[C:6]2[C:11](=[CH:10][C:9]([Cl:26])=[CH:8][CH:7]=2)[C:12]([CH2:13][CH2:14][O:15][C:16]2[CH:17]=[CH:18][C:19]([C:20]([OH:22])=[O:21])=[CH:24][CH:25]=2)=[C:4]1[CH2:3][CH2:2][NH:1][S:42]([C:41]([F:47])([F:46])[F:40])(=[O:44])=[O:43])([C:28]1[CH:33]=[CH:32][CH:31]=[CH:30][CH:29]=1)[C:34]1[CH:39]=[CH:38][CH:37]=[CH:36][CH:35]=1. (3) The reactants are [CH3:1][O:2][C:3](=[O:12])[C:4]1[CH:9]=[CH:8][C:7](Br)=[C:6]([CH3:11])[CH:5]=1.[Cl:13][C:14]1[CH:19]=[CH:18][C:17](B(O)O)=[CH:16][CH:15]=1.C(=O)([O-])[O-].[Cs+].[Cs+]. The catalyst is C1C=CC(P(C2C=CC=CC=2)[C-]2C=CC=C2)=CC=1.C1C=CC(P(C2C=CC=CC=2)[C-]2C=CC=C2)=CC=1.Cl[Pd]Cl.[Fe+2]. The product is [CH3:1][O:2][C:3]([C:4]1[CH:9]=[CH:8][C:7]([C:17]2[CH:18]=[CH:19][C:14]([Cl:13])=[CH:15][CH:16]=2)=[C:6]([CH3:11])[CH:5]=1)=[O:12]. The yield is 0.670.